From a dataset of NCI-60 drug combinations with 297,098 pairs across 59 cell lines. Regression. Given two drug SMILES strings and cell line genomic features, predict the synergy score measuring deviation from expected non-interaction effect. (1) Drug 1: COC1=NC(=NC2=C1N=CN2C3C(C(C(O3)CO)O)O)N. Drug 2: CNC(=O)C1=NC=CC(=C1)OC2=CC=C(C=C2)NC(=O)NC3=CC(=C(C=C3)Cl)C(F)(F)F. Cell line: TK-10. Synergy scores: CSS=-3.81, Synergy_ZIP=3.91, Synergy_Bliss=4.83, Synergy_Loewe=2.17, Synergy_HSA=-0.499. (2) Drug 1: CCC1(CC2CC(C3=C(CCN(C2)C1)C4=CC=CC=C4N3)(C5=C(C=C6C(=C5)C78CCN9C7C(C=CC9)(C(C(C8N6C=O)(C(=O)OC)O)OC(=O)C)CC)OC)C(=O)OC)O.OS(=O)(=O)O. Drug 2: C1C(C(OC1N2C=NC3=C(N=C(N=C32)Cl)N)CO)O. Cell line: RPMI-8226. Synergy scores: CSS=33.7, Synergy_ZIP=-5.43, Synergy_Bliss=-2.61, Synergy_Loewe=-25.0, Synergy_HSA=-1.42. (3) Drug 1: CC12CCC(CC1=CCC3C2CCC4(C3CC=C4C5=CN=CC=C5)C)O. Drug 2: C1=NC(=NC(=O)N1C2C(C(C(O2)CO)O)O)N. Cell line: MALME-3M. Synergy scores: CSS=-3.98, Synergy_ZIP=0.144, Synergy_Bliss=-1.76, Synergy_Loewe=-6.18, Synergy_HSA=-5.77. (4) Drug 1: CC1CCC2CC(C(=CC=CC=CC(CC(C(=O)C(C(C(=CC(C(=O)CC(OC(=O)C3CCCCN3C(=O)C(=O)C1(O2)O)C(C)CC4CCC(C(C4)OC)OCCO)C)C)O)OC)C)C)C)OC. Drug 2: CC(C)CN1C=NC2=C1C3=CC=CC=C3N=C2N. Cell line: DU-145. Synergy scores: CSS=-0.288, Synergy_ZIP=-0.592, Synergy_Bliss=-0.621, Synergy_Loewe=-1.04, Synergy_HSA=-1.54. (5) Drug 1: CN(CC1=CN=C2C(=N1)C(=NC(=N2)N)N)C3=CC=C(C=C3)C(=O)NC(CCC(=O)O)C(=O)O. Drug 2: CC(C)NC(=O)C1=CC=C(C=C1)CNNC.Cl. Cell line: OVCAR-8. Synergy scores: CSS=56.2, Synergy_ZIP=9.05, Synergy_Bliss=7.96, Synergy_Loewe=-43.1, Synergy_HSA=7.04. (6) Cell line: T-47D. Drug 1: CC1=C(N=C(N=C1N)C(CC(=O)N)NCC(C(=O)N)N)C(=O)NC(C(C2=CN=CN2)OC3C(C(C(C(O3)CO)O)O)OC4C(C(C(C(O4)CO)O)OC(=O)N)O)C(=O)NC(C)C(C(C)C(=O)NC(C(C)O)C(=O)NCCC5=NC(=CS5)C6=NC(=CS6)C(=O)NCCC[S+](C)C)O. Synergy scores: CSS=8.07, Synergy_ZIP=-2.74, Synergy_Bliss=1.70, Synergy_Loewe=-4.13, Synergy_HSA=1.04. Drug 2: CCN(CC)CCCC(C)NC1=C2C=C(C=CC2=NC3=C1C=CC(=C3)Cl)OC.